This data is from Full USPTO retrosynthesis dataset with 1.9M reactions from patents (1976-2016). The task is: Predict the reactants needed to synthesize the given product. (1) The reactants are: [F:1][C:2]1[C:7]([CH:8]=O)=[C:6]([OH:10])[C:5]([O:11][CH3:12])=[CH:4][CH:3]=1.[CH2:13]([O:15]C(=O)C=P(C1C=CC=CC=1)(C1C=CC=CC=1)C1C=CC=CC=1)[CH3:14].CCCCCCC.C(OCC)(=O)C. Given the product [F:1][C:2]1[C:7]([CH2:8][CH2:14][CH2:13][OH:15])=[C:6]([OH:10])[C:5]([O:11][CH3:12])=[CH:4][CH:3]=1, predict the reactants needed to synthesize it. (2) Given the product [Cl:23][C:24]1[CH:31]=[CH:30][C:27]([CH2:28][NH:29][C:19]([C:13]2[CH:12]=[C:11]3[C:16]([C:17](=[O:18])[N:8]([C:3]4[C:2]([OH:1])=[CH:7][CH:6]=[CH:5][N:4]=4)[C:9](=[S:22])[NH:10]3)=[CH:15][CH:14]=2)=[O:20])=[CH:26][CH:25]=1, predict the reactants needed to synthesize it. The reactants are: [OH:1][C:2]1[C:3]([N:8]2[C:17](=[O:18])[C:16]3[C:11](=[CH:12][C:13]([C:19](O)=[O:20])=[CH:14][CH:15]=3)[NH:10][C:9]2=[S:22])=[N:4][CH:5]=[CH:6][CH:7]=1.[Cl:23][C:24]1[CH:31]=[CH:30][C:27]([CH2:28][NH2:29])=[CH:26][CH:25]=1.CCN(C(C)C)C(C)C.CN(C(ON1N=NC2C=CC=NC1=2)=[N+](C)C)C.F[P-](F)(F)(F)(F)F. (3) Given the product [CH2:68]([N:3]([CH2:1][CH3:2])[C:4]1[CH:9]=[CH:8][C:7]([NH:10][C:11]([C:13]2[CH:14]=[C:15]([CH:45]=[CH:46][CH:47]=2)[C:16]([N:18]([CH3:44])[CH2:19][CH2:20][N:21]([CH2:40][CH2:41][O:42][CH3:43])[CH2:22][CH2:23][O:24][CH2:25][CH2:26][O:27][CH2:28][CH2:29][O:30][CH2:31][CH2:32][C:33]([OH:35])=[O:34])=[O:17])=[O:12])=[C:6]([C:48]2[CH:53]=[CH:52][C:51]([C:54](=[O:67])[NH:55][CH2:56][C:57]3[CH:62]=[CH:61][CH:60]=[C:59]([C:63]([F:64])([F:66])[F:65])[CH:58]=3)=[CH:50][N:49]=2)[CH:5]=1)[CH3:69], predict the reactants needed to synthesize it. The reactants are: [CH2:1]([N:3]([CH2:68][CH3:69])[C:4]1[CH:9]=[CH:8][C:7]([NH:10][C:11]([C:13]2[CH:14]=[C:15]([CH:45]=[CH:46][CH:47]=2)[C:16]([N:18]([CH3:44])[CH2:19][CH2:20][N:21]([CH2:40][CH2:41][O:42][CH3:43])[CH2:22][CH2:23][O:24][CH2:25][CH2:26][O:27][CH2:28][CH2:29][O:30][CH2:31][CH2:32][C:33]([O:35]C(C)(C)C)=[O:34])=[O:17])=[O:12])=[C:6]([C:48]2[CH:53]=[CH:52][C:51]([C:54](=[O:67])[NH:55][CH2:56][C:57]3[CH:62]=[CH:61][CH:60]=[C:59]([C:63]([F:66])([F:65])[F:64])[CH:58]=3)=[CH:50][N:49]=2)[CH:5]=1)[CH3:2].Cl. (4) Given the product [CH2:1]([N:3]1[C:15]2[CH:14]=[CH:13][C:12]([C:16]3[N:20]([CH2:34][C@H:32]([OH:33])[CH2:31][O:30][CH3:29])[C:19]4[CH:21]=[CH:22][C:23]([C:25]([OH:27])=[O:26])=[CH:24][C:18]=4[N:17]=3)=[CH:11][C:10]=2[C:9]2[C:4]1=[CH:5][CH:6]=[CH:7][CH:8]=2)[CH3:2], predict the reactants needed to synthesize it. The reactants are: [CH2:1]([N:3]1[C:15]2[CH:14]=[CH:13][C:12]([C:16]3[NH:20][C:19]4[CH:21]=[CH:22][C:23]([C:25]([O:27]C)=[O:26])=[CH:24][C:18]=4[N:17]=3)=[CH:11][C:10]=2[C:9]2[C:4]1=[CH:5][CH:6]=[CH:7][CH:8]=2)[CH3:2].[CH3:29][O:30][CH2:31][C@@H:32]1[CH2:34][O:33]1. (5) Given the product [Br:12][C:4]1[C:5]([CH3:11])=[C:6]([CH:10]=[C:2]([Cl:1])[CH:3]=1)[C:7]([OH:9])=[O:8], predict the reactants needed to synthesize it. The reactants are: [Cl:1][C:2]1[CH:3]=[CH:4][C:5]([CH3:11])=[C:6]([CH:10]=1)[C:7]([OH:9])=[O:8].[Br:12]Br.S([O-])([O-])(=O)=S.[Na+].[Na+]. (6) Given the product [F:1][C@@H:2]1[CH2:6][CH2:5][N:4]([C:8]2[CH:15]=[CH:14][C:13]([C:16]3[N:21]=[C:20]([NH:22][C:23]4[CH:24]=[CH:25][C:26]([N:29]5[CH2:34][CH2:33][N:32]([CH:35]6[CH2:38][O:37][CH2:36]6)[CH2:31][CH2:30]5)=[CH:27][CH:28]=4)[N:19]=[CH:18][N:17]=3)=[CH:12][C:9]=2[C:10]#[N:11])[CH2:3]1, predict the reactants needed to synthesize it. The reactants are: [F:1][C@@H:2]1[CH2:6][CH2:5][NH:4][CH2:3]1.F[C:8]1[CH:15]=[CH:14][C:13]([C:16]2[N:21]=[C:20]([NH:22][C:23]3[CH:28]=[CH:27][C:26]([N:29]4[CH2:34][CH2:33][N:32]([CH:35]5[CH2:38][O:37][CH2:36]5)[CH2:31][CH2:30]4)=[CH:25][CH:24]=3)[N:19]=[CH:18][N:17]=2)=[CH:12][C:9]=1[C:10]#[N:11].CCN(C(C)C)C(C)C. (7) Given the product [Br:1][C:2]1[CH:7]=[CH:6][C:5]([OH:8])=[C:4]([C:9]2[N:13]=[CH:12][N:11]([C:15]3[C:20]([CH3:21])=[CH:19][CH:18]=[CH:17][N:16]=3)[N:10]=2)[CH:3]=1, predict the reactants needed to synthesize it. The reactants are: [Br:1][C:2]1[CH:7]=[CH:6][C:5]([OH:8])=[C:4]([C:9]2[N:13]=[CH:12][NH:11][N:10]=2)[CH:3]=1.Cl[C:15]1[C:20]([CH3:21])=[CH:19][CH:18]=[CH:17][N:16]=1. (8) Given the product [C:13]([O:12][C:10]([N:17]1[CH2:20][CH:19]([C:23]2[CH:41]=[CH:40][C:26]([CH2:27][C@@H:28]3[C:33]([CH3:35])([CH3:34])[O:32][C:31]([O:36][CH3:37])=[N:30][S:29]3(=[O:39])=[O:38])=[C:25]([F:42])[CH:24]=2)[CH2:18]1)=[O:11])([CH3:16])([CH3:15])[CH3:14], predict the reactants needed to synthesize it. The reactants are: ClC([SiH3])(Cl)Cl.BrC(Br)C.[C:10]([N:17]1[CH2:20][CH:19](I)[CH2:18]1)([O:12][C:13]([CH3:16])([CH3:15])[CH3:14])=[O:11].Br[C:23]1[CH:41]=[CH:40][C:26]([CH2:27][C@@H:28]2[C:33]([CH3:35])([CH3:34])[O:32][C:31]([O:36][CH3:37])=[N:30][S:29]2(=[O:39])=[O:38])=[C:25]([F:42])[CH:24]=1.